The task is: Predict the reaction yield, written as a fraction of the theoretical maximum amount of product (1.0 means a 100% yield; for example, 0.34 means a 34% yield).. This data is from Reaction yield outcomes from USPTO patents with 853,638 reactions. The reactants are [Cl:1][C:2]1[N:7]=[N:6][C:5]([NH:8][NH:9][C:10](=O)[CH2:11][C:12]2[CH:13]=[C:14]3[C:19](=[CH:20][CH:21]=2)[N:18]=[CH:17][CH:16]=[CH:15]3)=[CH:4][CH:3]=1. The catalyst is C(O)(=O)C. The product is [Cl:1][C:2]1[CH:3]=[CH:4][C:5]2[N:6]([C:10]([CH2:11][C:12]3[CH:13]=[C:14]4[C:19](=[CH:20][CH:21]=3)[N:18]=[CH:17][CH:16]=[CH:15]4)=[N:9][N:8]=2)[N:7]=1. The yield is 0.530.